Dataset: Forward reaction prediction with 1.9M reactions from USPTO patents (1976-2016). Task: Predict the product of the given reaction. (1) Given the reactants [Br:1][C:2]1[CH:3]=[CH:4][C:5](=[O:22])[N:6]([CH2:10][CH2:11][C:12]2[CH:21]=[CH:20][C:15]([C:16]([O:18][CH3:19])=[O:17])=[CH:14][CH:13]=2)[C:7]=1[CH2:8]Br.[CH2:23]([C:25]1[CH:26]=[CH:27][CH:28]=[C:29]2[C:33]=1[NH:32][CH2:31][CH2:30]2)[CH3:24].C(OCC)(=O)C.O, predict the reaction product. The product is: [Br:1][C:2]1[CH:3]=[CH:4][C:5](=[O:22])[N:6]([CH2:10][CH2:11][C:12]2[CH:21]=[CH:20][C:15]([C:16]([O:18][CH3:19])=[O:17])=[CH:14][CH:13]=2)[C:7]=1[CH2:8][N:32]1[C:33]2[C:29](=[CH:28][CH:27]=[CH:26][C:25]=2[CH2:23][CH3:24])[CH2:30][CH2:31]1. (2) Given the reactants Br[C:2]1[CH:12]=[CH:11][C:5]2[O:6][CH2:7][CH2:8][CH2:9][O:10][C:4]=2[CH:3]=1.C([Li])CCC.CCCCCC.[CH3:24][O:25][C:26]1[CH:27]=[C:28]([CH:31]=[C:32]([O:34][CH3:35])[CH:33]=1)[CH:29]=[O:30], predict the reaction product. The product is: [O:6]1[CH2:7][CH2:8][CH2:9][O:10][C:4]2[CH:3]=[C:2]([CH:29]([C:28]3[CH:31]=[C:32]([O:34][CH3:35])[CH:33]=[C:26]([O:25][CH3:24])[CH:27]=3)[OH:30])[CH:12]=[CH:11][C:5]1=2.